Dataset: Catalyst prediction with 721,799 reactions and 888 catalyst types from USPTO. Task: Predict which catalyst facilitates the given reaction. (1) Reactant: Cl.Cl.Cl.[S:4]1[C:8]2[CH:9]=[CH:10][C:11]([NH:13][C:14]3[C:15]4[CH:22]=[C:21]([C:23]5[CH2:24][CH2:25][NH:26][CH2:27][CH:28]=5)[NH:20][C:16]=4[N:17]=[CH:18][N:19]=3)=[CH:12][C:7]=2[N:6]=[CH:5]1.C(N(CC)[CH:33]([CH3:35])[CH3:34])(C)C.C([N:42]=[C:43]=[O:44])(C)(C)C.[CH3:45]O. Product: [C:33]([CH:25]1[CH2:24][C:23]([C:21]2[NH:20][C:16]3[N:17]=[CH:18][N:19]=[C:14]([NH:13][C:11]4[CH:10]=[CH:9][C:8]5[S:4][CH:5]=[N:6][C:7]=5[CH:12]=4)[C:15]=3[CH:22]=2)=[CH:28][CH2:27][N:26]1[C:43]([NH2:42])=[O:44])([CH3:34])([CH3:35])[CH3:45]. The catalyst class is: 3. (2) Reactant: [C:1]([O:4][C@H:5]1[CH2:22][CH2:21][C@@:20]2([CH3:23])[C@@H:7]([CH2:8][CH2:9][C@:10]3([CH3:35])[C@@H:19]2[CH2:18][CH2:17][C@H:16]2[C@@:11]3([CH3:34])[CH2:12][CH2:13][C@@:14]3([C:31](O)=[O:32])[CH2:26][CH2:25][C@@H:24]([C:27]4([CH3:30])[CH2:29][CH2:28]4)[C@@H:15]32)[C:6]1([CH3:37])[CH3:36])(=[O:3])[CH3:2].[NH:38]1[CH2:42][CH2:41][CH2:40][C@H:39]1[C:43]1[NH:44][C:45]([C:48]2[CH:49]=[N:50][CH:51]=[CH:52][CH:53]=2)=[CH:46][N:47]=1. Product: [C:1]([O:4][C@H:5]1[CH2:22][CH2:21][C@@:20]2([CH3:23])[C@@H:7]([CH2:8][CH2:9][C@:10]3([CH3:35])[C@@H:19]2[CH2:18][CH2:17][C@H:16]2[C@@:11]3([CH3:34])[CH2:12][CH2:13][C@@:14]3([C:31]([N:38]4[CH2:42][CH2:41][CH2:40][C@H:39]4[C:43]4[NH:44][C:45]([C:48]5[CH:49]=[N:50][CH:51]=[CH:52][CH:53]=5)=[CH:46][N:47]=4)=[O:32])[CH2:26][CH2:25][C@@H:24]([C:27]4([CH3:30])[CH2:28][CH2:29]4)[C@@H:15]32)[C:6]1([CH3:37])[CH3:36])(=[O:3])[CH3:2]. The catalyst class is: 2. (3) Reactant: [CH:1]([C:5]1[CH:6]=[C:7](/[CH:19]=[CH:20]/[C:21](=[O:29])[C:22]2[CH:27]=[CH:26][C:25]([CH3:28])=[CH:24][CH:23]=2)[CH:8]=[C:9]2[C:14]=1[O:13][C:12](=[O:15])[C:11]([C:16](O)=[O:17])=[CH:10]2)([CH2:3][CH3:4])[CH3:2].S(Cl)(Cl)=O.[CH2:34]([NH:36]CC)[CH3:35]. Product: [CH:1]([C:5]1[CH:6]=[C:7](/[CH:19]=[CH:20]/[C:21](=[O:29])[C:22]2[CH:27]=[CH:26][C:25]([CH3:28])=[CH:24][CH:23]=2)[CH:8]=[C:9]2[C:14]=1[O:13][C:12](=[O:15])[C:11]([C:16]([NH:36][CH2:34][CH3:35])=[O:17])=[CH:10]2)([CH2:3][CH3:4])[CH3:2]. The catalyst class is: 4. (4) Reactant: [CH3:1][CH:2]1[N:6]([C:7]2[CH:12]=[CH:11][CH:10]=[CH:9][CH:8]=2)[N:5]=[C:4]([CH2:13][OH:14])[NH:3]1. Product: [CH3:1][C:2]1[N:6]([C:7]2[CH:12]=[CH:11][CH:10]=[CH:9][CH:8]=2)[N:5]=[C:4]([CH:13]=[O:14])[N:3]=1. The catalyst class is: 704.